From a dataset of Full USPTO retrosynthesis dataset with 1.9M reactions from patents (1976-2016). Predict the reactants needed to synthesize the given product. Given the product [OH:1][C:2]1([CH3:33])[C:11]2[C:6](=[N:7][C:8]([C:19]3[CH:24]=[CH:23][C:22]([CH3:25])=[CH:21][CH:20]=3)=[C:9]([C:12]3[CH:13]=[CH:14][C:15]([CH3:18])=[CH:16][CH:17]=3)[N:10]=2)[N:5]([C:26]([O:28][C:29]([CH3:32])([CH3:31])[CH3:30])=[O:27])[CH2:4][CH2:3]1, predict the reactants needed to synthesize it. The reactants are: [O:1]=[C:2]1[C:11]2[C:6](=[N:7][C:8]([C:19]3[CH:24]=[CH:23][C:22]([CH3:25])=[CH:21][CH:20]=3)=[C:9]([C:12]3[CH:17]=[CH:16][C:15]([CH3:18])=[CH:14][CH:13]=3)[N:10]=2)[N:5]([C:26]([O:28][C:29]([CH3:32])([CH3:31])[CH3:30])=[O:27])[CH2:4][CH2:3]1.[CH3:33][Mg+].[Br-].[Cl-].[NH4+].